Dataset: Forward reaction prediction with 1.9M reactions from USPTO patents (1976-2016). Task: Predict the product of the given reaction. Given the reactants [C:1]([O:5][C:6]([N:8]1[CH2:13][CH2:12][CH:11]([N:14]2[C:18]3=[N:19][CH:20]=[N:21][C:22](Cl)=[C:17]3[CH:16]=[N:15]2)[CH2:10][CH2:9]1)=[O:7])([CH3:4])([CH3:3])[CH3:2].[OH:24][C:25]1[CH:26]=[CH:27][C:28]([O:31][CH3:32])=[N:29][CH:30]=1.C(=O)([O-])[O-].[K+].[K+].C(OCC)(=O)C, predict the reaction product. The product is: [C:1]([O:5][C:6]([N:8]1[CH2:13][CH2:12][CH:11]([N:14]2[C:18]3=[N:19][CH:20]=[N:21][C:22]([O:24][C:25]4[CH:30]=[N:29][C:28]([O:31][CH3:32])=[CH:27][CH:26]=4)=[C:17]3[CH:16]=[N:15]2)[CH2:10][CH2:9]1)=[O:7])([CH3:4])([CH3:3])[CH3:2].